From a dataset of Full USPTO retrosynthesis dataset with 1.9M reactions from patents (1976-2016). Predict the reactants needed to synthesize the given product. Given the product [C:3]([C:5]1[C:14]2[C:9](=[CH:10][CH:11]=[CH:12][CH:13]=2)[C:8]([C:15]2[CH:16]=[N:17][CH:18]=[CH:19][C:20]=2[S:21][C:22]([CH3:29])([CH3:28])[C:23]([OH:25])=[O:24])=[CH:7][CH:6]=1)#[N:4], predict the reactants needed to synthesize it. The reactants are: [OH-].[Na+].[C:3]([C:5]1[C:14]2[C:9](=[CH:10][CH:11]=[CH:12][CH:13]=2)[C:8]([C:15]2[CH:16]=[N:17][CH:18]=[CH:19][C:20]=2[S:21][C:22]([CH3:29])([CH3:28])[C:23]([O:25]CC)=[O:24])=[CH:7][CH:6]=1)#[N:4].